From a dataset of Full USPTO retrosynthesis dataset with 1.9M reactions from patents (1976-2016). Predict the reactants needed to synthesize the given product. Given the product [Cl:12][C:4]1[C:3]([C:13](=[O:23])[C:14](=[O:22])[NH:15][C@H:16]([CH3:21])[C:17]([F:20])([F:19])[F:18])=[C:2]([CH3:30])[N:6]([CH3:7])[C:5]=1[C:8]([NH:78][C:79]1[CH:80]=[CH:81][C:82]([F:87])=[C:83]([C:84]#[N:85])[CH:86]=1)=[O:10], predict the reactants needed to synthesize it. The reactants are: Br[C:2]1[N:6]([CH3:7])[C:5]([C:8]([O:10]C)=O)=[C:4]([Cl:12])[C:3]=1[C:13](=[O:23])[C:14](=[O:22])[NH:15][C@H:16]([CH3:21])[C:17]([F:20])([F:19])[F:18].C[Sn](C)(C)C.Cl[C:30]1C(C(=O)C(=O)N[C@H](C)C(F)(F)F)=C(C)N(C)C=1C(OC)=O.O.O.[OH-].[Li+].ClC1C(C(=O)C(=O)N[C@H](C)C(F)(F)F)=C(C)N(C)C=1C(O)=O.[NH2:78][C:79]1[CH:80]=[CH:81][C:82]([F:87])=[C:83]([CH:86]=1)[C:84]#[N:85].CCN(C(C)C)C(C)C.CN(C(ON1N=NC2C=CC=NC1=2)=[N+](C)C)C.F[P-](F)(F)(F)(F)F.